The task is: Regression. Given a peptide amino acid sequence and an MHC pseudo amino acid sequence, predict their binding affinity value. This is MHC class I binding data.. This data is from Peptide-MHC class I binding affinity with 185,985 pairs from IEDB/IMGT. (1) The peptide sequence is VGPLTVNEK. The MHC is Patr-A0301 with pseudo-sequence Patr-A0301. The binding affinity (normalized) is 0.0429. (2) The peptide sequence is TSACGIFLK. The MHC is HLA-A29:02 with pseudo-sequence HLA-A29:02. The binding affinity (normalized) is 0.0847. (3) The peptide sequence is KFNILSSPL. The binding affinity (normalized) is 0.149. The MHC is HLA-A29:02 with pseudo-sequence HLA-A29:02. (4) The peptide sequence is AVFIHNFKRK. The MHC is HLA-A26:01 with pseudo-sequence HLA-A26:01. The binding affinity (normalized) is 0.0234. (5) The peptide sequence is IGDKPTCLV. The MHC is HLA-B57:01 with pseudo-sequence HLA-B57:01. The binding affinity (normalized) is 0.0847. (6) The MHC is HLA-A32:01 with pseudo-sequence HLA-A32:01. The peptide sequence is LINFLLRSI. The binding affinity (normalized) is 0.488. (7) The peptide sequence is EVVQFMNSM. The MHC is HLA-A26:01 with pseudo-sequence HLA-A26:01. The binding affinity (normalized) is 0.851.